Dataset: Catalyst prediction with 721,799 reactions and 888 catalyst types from USPTO. Task: Predict which catalyst facilitates the given reaction. (1) Reactant: [C:1]1([CH2:7][CH2:8][CH2:9][CH2:10][C:11]([OH:13])=[O:12])[CH:6]=[CH:5][CH:4]=[CH:3][CH:2]=1.II.C(O[I:20](C1C=CC=CC=1)OC(=O)C)(=O)C.C(OC(=O)C)(=O)C.S(=O)(=O)(O)O. Product: [I:20][C:4]1[CH:5]=[CH:6][C:1]([CH2:7][CH2:8][CH2:9][CH2:10][C:11]([OH:13])=[O:12])=[CH:2][CH:3]=1. The catalyst class is: 15. (2) Reactant: [CH3:1][CH:2]([CH3:12])[CH2:3][CH:4]=[C:5]1[CH2:10][CH2:9][C:8](=O)[CH2:7][CH2:6]1.O.Cl.[NH2:15][C@@H:16]([C:19]([OH:21])=[O:20])[CH2:17][SH:18].C([O-])(=O)C.[Na+]. Product: [CH3:1][CH:2]([CH3:12])[CH2:3][CH:4]=[C:5]1[CH2:10][CH2:9][C:8]2([S:18][CH2:17][C@H:16]([C:19]([OH:21])=[O:20])[NH:15]2)[CH2:7][CH2:6]1. The catalyst class is: 40.